This data is from Forward reaction prediction with 1.9M reactions from USPTO patents (1976-2016). The task is: Predict the product of the given reaction. (1) Given the reactants [CH2:1]([N:8]1[CH2:16][C:15]2[C:10](=[CH:11][CH:12]=[C:13]([C:17](OC)=[O:18])[CH:14]=2)[CH2:9]1)[C:2]1[CH:7]=[CH:6][CH:5]=[CH:4][CH:3]=1.[H-].[Al+3].[Li+].[H-].[H-].[H-], predict the reaction product. The product is: [CH2:1]([N:8]1[CH2:16][C:15]2[C:10](=[CH:11][CH:12]=[C:13]([CH2:17][OH:18])[CH:14]=2)[CH2:9]1)[C:2]1[CH:3]=[CH:4][CH:5]=[CH:6][CH:7]=1. (2) Given the reactants [CH:1]([C:3]1[CH:4]=[C:5]([CH:9]=[C:10]([CH3:12])[CH:11]=1)[C:6]([OH:8])=[O:7])=O.CC(O)=O.[CH2:17]([NH:19][CH3:20])[CH3:18].[BH-](OC(C)=O)(OC(C)=O)OC(C)=O.[Na+], predict the reaction product. The product is: [CH2:17]([N:19]([CH2:1][C:3]1[CH:4]=[C:5]([CH:9]=[C:10]([CH3:12])[CH:11]=1)[C:6]([OH:8])=[O:7])[CH3:20])[CH3:18].